Predict the reactants needed to synthesize the given product. From a dataset of Full USPTO retrosynthesis dataset with 1.9M reactions from patents (1976-2016). (1) Given the product [Br:1][C:2]1[CH:3]=[C:4]([CH2:8][NH:9][CH2:15][CH:10]2[CH2:14][CH2:13][CH2:12][CH2:11]2)[CH:5]=[N:6][CH:7]=1, predict the reactants needed to synthesize it. The reactants are: [Br:1][C:2]1[CH:3]=[C:4]([CH2:8][NH2:9])[CH:5]=[N:6][CH:7]=1.[CH:10]1([CH:15]=O)[CH2:14][CH2:13][CH2:12][CH2:11]1.[BH3-]C#N.[Na+]. (2) Given the product [CH2:1]([C:5]1[N:6]([CH2:14][C:15]2[CH:20]=[CH:19][C:18]([C:21]3[CH:26]=[CH:25][CH:24]=[CH:23][C:22]=3[C:27]3[N:28]=[N:29][N:30]([C:39]([C:40]4[CH:45]=[CH:44][CH:43]=[CH:42][CH:41]=4)([C:52]4[CH:53]=[CH:54][CH:55]=[CH:56][CH:57]=4)[C:46]4[CH:47]=[CH:48][CH:49]=[CH:50][CH:51]=4)[N:31]=3)=[CH:17][CH:16]=2)[C:7]([C:11]([OH:13])=[O:12])=[C:8]([Cl:10])[N:9]=1)[CH2:2][CH2:3][CH3:4], predict the reactants needed to synthesize it. The reactants are: [CH2:1]([C:5]1[N:6]([CH2:14][C:15]2[CH:20]=[CH:19][C:18]([C:21]3[CH:26]=[CH:25][CH:24]=[CH:23][C:22]=3[C:27]3[NH:31][N:30]=[N:29][N:28]=3)=[CH:17][CH:16]=2)[C:7]([C:11]([OH:13])=[O:12])=[C:8]([Cl:10])[N:9]=1)[CH2:2][CH2:3][CH3:4].C(N(CC)CC)C.[C:39](Cl)([C:52]1[CH:57]=[CH:56][CH:55]=[CH:54][CH:53]=1)([C:46]1[CH:51]=[CH:50][CH:49]=[CH:48][CH:47]=1)[C:40]1[CH:45]=[CH:44][CH:43]=[CH:42][CH:41]=1. (3) Given the product [Br:1][CH2:2][C:3]1[CH:4]=[C:5]([CH:9]=[CH:10][CH:11]=1)[C:6]([O:20][CH3:19])=[O:7], predict the reactants needed to synthesize it. The reactants are: [Br:1][CH2:2][C:3]1[CH:4]=[C:5]([CH:9]=[CH:10][CH:11]=1)[C:6](Cl)=[O:7].C(N(CC)CC)C.[C:19](=O)([O-])[OH:20].[Na+]. (4) Given the product [F:34][C:35]1[CH:36]=[C:37]([CH:55]=[CH:56][CH:57]=1)[CH2:38][N:39]1[C:43]([CH3:44])=[C:42]([C:2]2[C:10]3[C:5](=[N:6][CH:7]=[C:8]([C:11]4[CH:12]=[CH:13][C:14]([O:22][CH3:23])=[C:15]([S:17]([NH:20][CH3:21])(=[O:19])=[O:18])[CH:16]=4)[CH:9]=3)[N:4]([S:24]([C:27]3[CH:33]=[CH:32][C:30]([CH3:31])=[CH:29][CH:28]=3)(=[O:26])=[O:25])[CH:3]=2)[C:41]([CH3:54])=[N:40]1, predict the reactants needed to synthesize it. The reactants are: I[C:2]1[C:10]2[C:5](=[N:6][CH:7]=[C:8]([C:11]3[CH:12]=[CH:13][C:14]([O:22][CH3:23])=[C:15]([S:17]([NH:20][CH3:21])(=[O:19])=[O:18])[CH:16]=3)[CH:9]=2)[N:4]([S:24]([C:27]2[CH:33]=[CH:32][C:30]([CH3:31])=[CH:29][CH:28]=2)(=[O:26])=[O:25])[CH:3]=1.[F:34][C:35]1[CH:36]=[C:37]([CH:55]=[CH:56][CH:57]=1)[CH2:38][N:39]1[C:43]([CH3:44])=[C:42](B2OC(C)(C)C(C)(C)O2)[C:41]([CH3:54])=[N:40]1.C(=O)([O-])[O-].[Na+].[Na+].